Dataset: Forward reaction prediction with 1.9M reactions from USPTO patents (1976-2016). Task: Predict the product of the given reaction. (1) Given the reactants [OH-].[Na+].[Cl:3][C:4]1[CH:9]=[C:8]([NH:10][CH2:11][C:12]2[CH:17]=[C:16]([F:18])[C:15]([F:19])=[CH:14][C:13]=2[C:20]2[CH:21]=[CH:22][C:23]([C:26]([NH:28][CH2:29][CH2:30][C:31]([O:33]CC)=[O:32])=[O:27])=[N:24][CH:25]=2)[CH:7]=[CH:6][C:5]=1[C:36]1[CH:41]=[CH:40][C:39]([F:42])=[C:38]([C:43]([F:46])([F:45])[F:44])[CH:37]=1, predict the reaction product. The product is: [Cl:3][C:4]1[CH:9]=[C:8]([NH:10][CH2:11][C:12]2[CH:17]=[C:16]([F:18])[C:15]([F:19])=[CH:14][C:13]=2[C:20]2[CH:21]=[CH:22][C:23]([C:26]([NH:28][CH2:29][CH2:30][C:31]([OH:33])=[O:32])=[O:27])=[N:24][CH:25]=2)[CH:7]=[CH:6][C:5]=1[C:36]1[CH:41]=[CH:40][C:39]([F:42])=[C:38]([C:43]([F:44])([F:45])[F:46])[CH:37]=1. (2) Given the reactants Cl[C:2]1[CH:11]=[CH:10][C:9]2[C:8]([S:12]([NH:15][CH:16]3[CH2:20][CH2:19][CH2:18][CH2:17]3)(=[O:14])=[O:13])=[CH:7][C:6]([C:21]3[C:22]([CH3:27])=[N:23][O:24][C:25]=3[CH3:26])=[CH:5][C:4]=2[N:3]=1.C([O-])(=[O:30])C.[Na+], predict the reaction product. The product is: [CH:16]1([NH:15][S:12]([C:8]2[C:9]3[CH:10]=[CH:11][C:2](=[O:30])[NH:3][C:4]=3[CH:5]=[C:6]([C:21]3[C:22]([CH3:27])=[N:23][O:24][C:25]=3[CH3:26])[CH:7]=2)(=[O:14])=[O:13])[CH2:20][CH2:19][CH2:18][CH2:17]1. (3) Given the reactants [CH3:1][CH2:2][CH2:3][CH2:4][CH2:5][CH2:6][CH2:7][CH2:8]CCCC([Br:14])=O.[NH+:15]1[CH:20]=[CH:19][CH:18]=[CH:17][CH:16]=1.O.[OH:22][N:23]1[C:27]2C=[CH:29][CH:30]=[CH:31][C:26]=2N=N1.C(N(CC)CC)C.Cl, predict the reaction product. The product is: [CH2:19]([C:20]([NH2:15])=[O:22])[CH2:18][CH2:17][CH2:16][CH2:1][CH2:2][CH2:3][CH2:4][CH2:5][CH2:6][CH2:7][CH3:8].[NH+:23]1[CH:29]=[CH:30][CH:31]=[CH:26][CH:27]=1.[Br-:14].